This data is from NCI-60 drug combinations with 297,098 pairs across 59 cell lines. The task is: Regression. Given two drug SMILES strings and cell line genomic features, predict the synergy score measuring deviation from expected non-interaction effect. (1) Drug 1: CNC(=O)C1=CC=CC=C1SC2=CC3=C(C=C2)C(=NN3)C=CC4=CC=CC=N4. Drug 2: C(CC(=O)O)C(=O)CN.Cl. Cell line: HCT116. Synergy scores: CSS=0.894, Synergy_ZIP=-2.54, Synergy_Bliss=-9.63, Synergy_Loewe=-12.6, Synergy_HSA=-8.78. (2) Drug 1: COC1=CC(=CC(=C1O)OC)C2C3C(COC3=O)C(C4=CC5=C(C=C24)OCO5)OC6C(C(C7C(O6)COC(O7)C8=CC=CS8)O)O. Drug 2: CS(=O)(=O)OCCCCOS(=O)(=O)C. Cell line: SK-MEL-2. Synergy scores: CSS=48.0, Synergy_ZIP=1.56, Synergy_Bliss=4.42, Synergy_Loewe=-62.7, Synergy_HSA=1.86. (3) Drug 1: C1=NNC2=C1C(=O)NC=N2. Drug 2: CC1C(C(CC(O1)OC2CC(CC3=C2C(=C4C(=C3O)C(=O)C5=C(C4=O)C(=CC=C5)OC)O)(C(=O)CO)O)N)O.Cl. Cell line: RPMI-8226. Synergy scores: CSS=46.8, Synergy_ZIP=-0.430, Synergy_Bliss=-0.519, Synergy_Loewe=1.54, Synergy_HSA=2.16.